The task is: Predict the reactants needed to synthesize the given product.. This data is from Full USPTO retrosynthesis dataset with 1.9M reactions from patents (1976-2016). (1) The reactants are: [CH2:1]([N:4]1[C:12](=[O:13])[C:11]2[N:10]([CH2:14][O:15][CH2:16][CH2:17][Si:18]([CH3:21])([CH3:20])[CH3:19])[C:9]([C:22]3[CH:23]=[N:24][NH:25][CH:26]=3)=[N:8][C:7]=2[N:6]([CH2:27][CH2:28][CH3:29])[C:5]1=[O:30])[CH2:2][CH3:3].Br[CH2:32][C:33]([CH:35]1[CH2:39][N:38]([C:40]2[CH:45]=[CH:44][CH:43]=[C:42]([C:46]([F:49])([F:48])[F:47])[CH:41]=2)[C:37](=[O:50])[CH2:36]1)=[O:34].C([O-])([O-])=O.[Cs+].[Cs+]. Given the product [O:34]=[C:33]([CH:35]1[CH2:36][C:37](=[O:50])[N:38]([C:40]2[CH:45]=[CH:44][CH:43]=[C:42]([C:46]([F:49])([F:47])[F:48])[CH:41]=2)[CH2:39]1)[CH2:32][N:25]1[CH:26]=[C:22]([C:9]2[N:10]([CH2:14][O:15][CH2:16][CH2:17][Si:18]([CH3:20])([CH3:21])[CH3:19])[C:11]3[C:12](=[O:13])[N:4]([CH2:1][CH2:2][CH3:3])[C:5](=[O:30])[N:6]([CH2:27][CH2:28][CH3:29])[C:7]=3[N:8]=2)[CH:23]=[N:24]1, predict the reactants needed to synthesize it. (2) Given the product [CH:1]([N:4]1[C:8]([C:9]2[N:18]=[C:17]3[C:16]4[CH:19]=[N:20][C:21]([N:29]5[CH2:30][CH2:31][C@H:27]([O:26][CH3:25])[C@H:28]5[C:32]([NH2:34])=[O:33])=[CH:22][C:15]=4[O:14][CH2:13][CH2:12][N:11]3[CH:10]=2)=[N:7][CH:6]=[N:5]1)([CH3:2])[CH3:3], predict the reactants needed to synthesize it. The reactants are: [CH:1]([N:4]1[C:8]([C:9]2[N:18]=[C:17]3[N:11]([CH2:12][CH2:13][O:14][C:15]4[CH:22]=[C:21](O)[N:20]=[CH:19][C:16]=43)[CH:10]=2)=[N:7][C:6](C)=[N:5]1)([CH3:3])[CH3:2].[CH3:25][O:26][C@H:27]1[CH2:31][CH2:30][NH:29][C@@H:28]1[C:32]([NH2:34])=[O:33]. (3) Given the product [S:1]=[C:2]1[NH:6][C:5]2=[C:7]([C:11]([O-:13])=[O:12])[CH:8]=[CH:9][CH:10]=[C:4]2[O:3]1.[Li+:17], predict the reactants needed to synthesize it. The reactants are: [S:1]=[C:2]1[NH:6][C:5]2=[C:7]([C:11]([O:13]C)=[O:12])[CH:8]=[CH:9][CH:10]=[C:4]2[O:3]1.O.[OH-].[Li+:17]. (4) Given the product [N:20]1([C:3]2[CH:4]=[CH:5][C:6]3[O:11][C:10]4[N:12]=[CH:13][CH:14]=[N:15][C:9]=4[NH:8][C:7]=3[CH:19]=2)[CH:24]=[CH:23][N:22]=[CH:21]1, predict the reactants needed to synthesize it. The reactants are: ClC[C:3]1[CH:4]=[CH:5][C:6]2[O:11][C:10]3[N:12]=[CH:13][CH:14]=[N:15][C:9]=3[N:8](COC)[C:7]=2[CH:19]=1.[NH:20]1[CH:24]=[CH:23][N:22]=[CH:21]1. (5) Given the product [CH3:13][O:12][CH2:11][CH2:10][NH:9][C:7]1[C:6]([C:14]#[N:15])=[CH:5][N:4]=[C:3]([N:1]2[C:20]3[CH2:21][C:22]([CH3:26])([CH3:27])[CH2:23][C:24](=[O:25])[C:19]=3[C:16]([CH3:17])=[N:2]2)[N:8]=1, predict the reactants needed to synthesize it. The reactants are: [NH:1]([C:3]1[N:8]=[C:7]([NH:9][CH2:10][CH2:11][O:12][CH3:13])[C:6]([C:14]#[N:15])=[CH:5][N:4]=1)[NH2:2].[C:16]([CH:19]1[C:24](=[O:25])[CH2:23][C:22]([CH3:27])([CH3:26])[CH2:21][C:20]1=O)(=O)[CH3:17]. (6) The reactants are: [C:1]([O:5][C:6]([N:8]1[CH2:16][CH2:15][N:14]([C:17]([O:19][C:20]([CH3:23])([CH3:22])[CH3:21])=[O:18])[CH:13]2[CH:9]1[CH2:10][NH:11][CH2:12]2)=[O:7])([CH3:4])([CH3:3])[CH3:2].C=O.[C:26]([BH3-])#N.[Na+].C(O)(=O)C. Given the product [C:20]([O:19][C:17]([N:14]1[CH2:15][CH2:16][N:8]([C:6]([O:5][C:1]([CH3:4])([CH3:3])[CH3:2])=[O:7])[CH:9]2[CH:13]1[CH2:12][N:11]([CH3:26])[CH2:10]2)=[O:18])([CH3:23])([CH3:22])[CH3:21], predict the reactants needed to synthesize it. (7) Given the product [F:15][C:16]1[CH:17]=[CH:18][C:19]([O:25][CH3:26])=[C:20]([CH:24]=1)[CH2:21][N:22]([CH3:23])[C:12](=[O:14])[CH2:11][CH2:10][CH2:9][S:8][C:5]1[CH:4]=[CH:3][C:2]([F:1])=[CH:7][CH:6]=1, predict the reactants needed to synthesize it. The reactants are: [F:1][C:2]1[CH:7]=[CH:6][C:5]([S:8][CH2:9][CH2:10][CH2:11][C:12]([OH:14])=O)=[CH:4][CH:3]=1.[F:15][C:16]1[CH:17]=[CH:18][C:19]([O:25][CH3:26])=[C:20]([CH:24]=1)[CH2:21][NH:22][CH3:23].